Task: Predict the reaction yield, written as a fraction of the theoretical maximum amount of product (1.0 means a 100% yield; for example, 0.34 means a 34% yield).. Dataset: Reaction yield outcomes from USPTO patents with 853,638 reactions (1) The reactants are C[O:2][C:3](=[O:27])[CH2:4][CH2:5][CH2:6][N:7]1[CH2:11][CH2:10][CH2:9][C@H:8]1[CH2:12][O:13][C:14]1[CH:19]=[CH:18][C:17]([CH2:20][C:21]2[CH:26]=[CH:25][CH:24]=[CH:23][CH:22]=2)=[CH:16][CH:15]=1.[OH-].[Na+]. The catalyst is CO.O. The product is [CH2:20]([C:17]1[CH:18]=[CH:19][C:14]([O:13][CH2:12][C@@H:8]2[CH2:9][CH2:10][CH2:11][N:7]2[CH2:6][CH2:5][CH2:4][C:3]([OH:27])=[O:2])=[CH:15][CH:16]=1)[C:21]1[CH:22]=[CH:23][CH:24]=[CH:25][CH:26]=1. The yield is 0.770. (2) The reactants are CN(C)C(=O)C.Br[C:8]1[C:9]([NH:15][C:16]2[CH:23]=[CH:22][C:19]([C:20]#[N:21])=[CH:18][CH:17]=2)=[N:10][CH:11]=[C:12]([CH3:14])[CH:13]=1.C1CCN2C(=NCCC2)CC1. The catalyst is C([O-])(=O)C.[Pd+2].C([O-])(=O)C.C1(P(C2CCCCC2)C2C=CC=CC=2C2C=CC=CC=2)CCCCC1.O. The product is [CH3:14][C:12]1[CH:11]=[N:10][C:9]2[NH:15][C:16]3[C:23]([C:8]=2[CH:13]=1)=[CH:22][C:19]([C:20]#[N:21])=[CH:18][CH:17]=3. The yield is 0.987.